This data is from Full USPTO retrosynthesis dataset with 1.9M reactions from patents (1976-2016). The task is: Predict the reactants needed to synthesize the given product. Given the product [C:32]([C:36]1[CH:37]=[C:38]2[C:43](=[C:44]([F:46])[CH:45]=1)[C:42](=[O:47])[N:41]([C:8]1[C:3]([CH:1]=[O:2])=[C:4]([N:10]3[CH:14]=[C:13]([C:15]#[N:16])[C:12]([NH:17][C:18]4[CH:23]=[CH:22][C:21]([C:24]([N:26]5[CH2:31][CH2:30][O:29][CH2:28][CH2:27]5)=[O:25])=[CH:20][CH:19]=4)=[N:11]3)[CH:5]=[CH:6][CH:7]=1)[N:40]=[CH:39]2)([CH3:35])([CH3:33])[CH3:34], predict the reactants needed to synthesize it. The reactants are: [CH:1]([C:3]1[C:8](I)=[CH:7][CH:6]=[CH:5][C:4]=1[N:10]1[CH:14]=[C:13]([C:15]#[N:16])[C:12]([NH:17][C:18]2[CH:23]=[CH:22][C:21]([C:24]([N:26]3[CH2:31][CH2:30][O:29][CH2:28][CH2:27]3)=[O:25])=[CH:20][CH:19]=2)=[N:11]1)=[O:2].[C:32]([C:36]1[CH:37]=[C:38]2[C:43](=[C:44]([F:46])[CH:45]=1)[C:42](=[O:47])[NH:41][N:40]=[CH:39]2)([CH3:35])([CH3:34])[CH3:33].C(=O)(O)[O-].[Na+].